Task: Predict the reactants needed to synthesize the given product.. Dataset: Full USPTO retrosynthesis dataset with 1.9M reactions from patents (1976-2016) (1) Given the product [N:1]1([C:5]([C:7]2[CH:16]=[CH:15][C:10]([C:11]([OH:13])=[O:12])=[CH:9][CH:8]=2)=[O:6])[CH2:4][CH2:3][CH2:2]1, predict the reactants needed to synthesize it. The reactants are: [N:1]1([C:5]([C:7]2[CH:16]=[CH:15][C:10]([C:11]([O:13]C)=[O:12])=[CH:9][CH:8]=2)=[O:6])[CH2:4][CH2:3][CH2:2]1.[OH-].[Na+].Cl. (2) Given the product [CH3:1][N:2]1[CH:6]=[CH:5][C:4]([NH:7][C:8]([C:10]2[CH:15]=[C:14]([C:16]#[CH:17])[CH:13]=[C:12]([CH3:22])[N:11]=2)=[O:9])=[N:3]1, predict the reactants needed to synthesize it. The reactants are: [CH3:1][N:2]1[CH:6]=[CH:5][C:4]([NH:7][C:8]([C:10]2[CH:15]=[C:14]([C:16]#[C:17][Si](C)(C)C)[CH:13]=[C:12]([CH3:22])[N:11]=2)=[O:9])=[N:3]1.C(=O)([O-])[O-].[K+].[K+].O. (3) Given the product [C:23]([O:27][C:28]([NH:30][C@H:31]1[CH2:35][CH2:34][N:33]([CH:2]([CH2:8][C:9]2[N:10]=[CH:11][N:12]3[C:21]4[C:16](=[CH:17][C:18]([CH3:22])=[CH:19][CH:20]=4)[CH2:15][CH2:14][C:13]=23)[C:3]([O:5][CH2:6][CH3:7])=[O:4])[CH2:32]1)=[O:29])([CH3:26])([CH3:24])[CH3:25], predict the reactants needed to synthesize it. The reactants are: O[CH:2]([CH2:8][C:9]1[N:10]=[CH:11][N:12]2[C:21]3[C:16](=[CH:17][C:18]([CH3:22])=[CH:19][CH:20]=3)[CH2:15][CH2:14][C:13]=12)[C:3]([O:5][CH2:6][CH3:7])=[O:4].[C:23]([O:27][C:28]([NH:30][C@H:31]1[CH2:35][CH2:34][N:33](C(CC2N=CN3C4C(=CC=CC=4)CCC=23)C(OCC)=O)[CH2:32]1)=[O:29])([CH3:26])([CH3:25])[CH3:24]. (4) Given the product [CH:16]1([CH2:22][NH:15][CH2:14][CH2:13][C:10]2[CH:11]=[CH:12][C:7]([CH2:6][N:1]3[CH2:5][CH2:4][CH2:3][CH2:2]3)=[CH:8][CH:9]=2)[CH2:21][CH2:20][CH2:19][CH2:18][CH2:17]1, predict the reactants needed to synthesize it. The reactants are: [N:1]1([CH2:6][C:7]2[CH:12]=[CH:11][C:10]([CH2:13][CH2:14][NH2:15])=[CH:9][CH:8]=2)[CH2:5][CH2:4][CH2:3][CH2:2]1.[CH:16]1([CH:22]=O)[CH2:21][CH2:20][CH2:19][CH2:18][CH2:17]1. (5) Given the product [ClH:39].[ClH:39].[CH2:1]([O:8][C:9]([N:11]1[CH2:19][C:18]2[C:13](=[CH:14][CH:15]=[C:16]([CH2:20][N:36]3[CH2:37][CH2:38][N:33]([CH3:32])[CH2:34][CH2:35]3)[CH:17]=2)[CH2:12]1)=[O:10])[C:2]1[CH:7]=[CH:6][CH:5]=[CH:4][CH:3]=1, predict the reactants needed to synthesize it. The reactants are: [CH2:1]([O:8][C:9]([N:11]1[CH2:19][C:18]2[C:13](=[CH:14][CH:15]=[C:16]([CH2:20]OS(C)(=O)=O)[CH:17]=2)[CH2:12]1)=[O:10])[C:2]1[CH:7]=[CH:6][CH:5]=[CH:4][CH:3]=1.C([O-])([O-])=O.[K+].[K+].[CH3:32][N:33]1[CH2:38][CH2:37][NH:36][CH2:35][CH2:34]1.[ClH:39].CO. (6) Given the product [N:40]([CH2:13][C:14]1[CH:15]=[CH:16][C:17]([C:20](=[O:25])[CH2:21][CH:22]([CH3:24])[CH3:23])=[N:18][CH:19]=1)=[N+:41]=[N-:42], predict the reactants needed to synthesize it. The reactants are: C1CCN2C(=NCCC2)CC1.O[CH2:13][C:14]1[CH:15]=[CH:16][C:17]([C:20](=[O:25])[CH2:21][CH:22]([CH3:24])[CH3:23])=[N:18][CH:19]=1.C1(P([N:40]=[N+:41]=[N-:42])(C2C=CC=CC=2)=O)C=CC=CC=1. (7) Given the product [CH2:1]([S:7]([OH:10])(=[O:9])=[O:8])[CH2:2][S:3]([OH:6])(=[O:5])=[O:4].[CH3:11][N:12]([CH2:19][CH2:20][O:21][C:22]1[CH:35]=[CH:34][C:25]([CH2:26][CH:27]2[S:31][C:30](=[O:32])[NH:29][C:28]2=[O:33])=[CH:24][CH:23]=1)[C:13]1[CH:18]=[CH:17][CH:16]=[CH:15][N:14]=1, predict the reactants needed to synthesize it. The reactants are: [CH2:1]([S:7]([OH:10])(=[O:9])=[O:8])[CH2:2][S:3]([OH:6])(=[O:5])=[O:4].[CH3:11][N:12]([CH2:19][CH2:20][O:21][C:22]1[CH:35]=[CH:34][C:25]([CH2:26][CH:27]2[S:31][C:30](=[O:32])[NH:29][C:28]2=[O:33])=[CH:24][CH:23]=1)[C:13]1[CH:18]=[CH:17][CH:16]=[CH:15][N:14]=1. (8) Given the product [CH3:40][NH:41][C:33]([C@H:30]1[CH2:31][CH2:32][C@H:27]([C:8]2[N:4]3[CH:5]=[CH:6][N:7]=[C:2]([NH2:1])[C:3]3=[C:10]([C:11]3[CH:20]=[C:19]4[C:14]([CH:15]=[CH:16][C:17]([C:21]5[CH:22]=[CH:23][CH:24]=[CH:25][CH:26]=5)=[N:18]4)=[CH:13][CH:12]=3)[N:9]=2)[CH2:28][CH2:29]1)=[O:34], predict the reactants needed to synthesize it. The reactants are: [NH2:1][C:2]1[C:3]2[N:4]([C:8]([C@H:27]3[CH2:32][CH2:31][C@H:30]([C:33](O)=[O:34])[CH2:29][CH2:28]3)=[N:9][C:10]=2[C:11]2[CH:20]=[C:19]3[C:14]([CH:15]=[CH:16][C:17]([C:21]4[CH:26]=[CH:25][CH:24]=[CH:23][CH:22]=4)=[N:18]3)=[CH:13][CH:12]=2)[CH:5]=[CH:6][N:7]=1.Cl.CN.C[CH2:40][N:41](C(C)C)C(C)C.C1C=NC2N(O)N=NC=2C=1.C(Cl)CCl. (9) The reactants are: C(O)(=O)C.[Cl:5][C:6]1[CH:11]=[C:10]([N+:12]([O-])=O)[CH:9]=[C:8]([C:15]([F:18])([F:17])[F:16])[C:7]=1[NH2:19]. Given the product [Cl:5][C:6]1[CH:11]=[C:10]([NH2:12])[CH:9]=[C:8]([C:15]([F:18])([F:17])[F:16])[C:7]=1[NH2:19], predict the reactants needed to synthesize it. (10) Given the product [CH:1]1([C:6]([N:8]2[CH2:9][CH:10]([C:22]3[O:24][N:31]=[C:27]([CH2:28][CH2:29][CH3:30])[N:26]=3)[CH2:11][CH:12]([C:14]3[CH:19]=[CH:18][C:17]([CH2:20][CH3:21])=[CH:16][CH:15]=3)[CH2:13]2)=[O:7])[CH2:2][CH2:3][CH2:4][CH2:5]1, predict the reactants needed to synthesize it. The reactants are: [CH:1]1([C:6]([N:8]2[CH2:13][CH:12]([C:14]3[CH:19]=[CH:18][C:17]([CH2:20][CH3:21])=[CH:16][CH:15]=3)[CH2:11][CH:10]([C:22]([OH:24])=O)[CH2:9]2)=[O:7])[CH2:5][CH2:4][CH2:3][CH2:2]1.O[NH:26][C:27](=[NH:31])[CH2:28][CH2:29][CH3:30].